Dataset: Full USPTO retrosynthesis dataset with 1.9M reactions from patents (1976-2016). Task: Predict the reactants needed to synthesize the given product. (1) Given the product [I:17][C:12]1[CH:11]=[C:10]([C:9]2[NH:8][CH:7]=[N:5][N:2]=2)[CH:15]=[CH:14][C:13]=1[CH3:16], predict the reactants needed to synthesize it. The reactants are: O.[NH2:2]N.C[N:5](/[CH:7]=[N:8]/[C:9](=O)[C:10]1[CH:15]=[CH:14][C:13]([CH3:16])=[C:12]([I:17])[CH:11]=1)C. (2) The reactants are: [NH2:1][C:2]1[CH:7]=[N:6][C:5]([Br:8])=[CH:4][N:3]=1.Br[CH2:10][C:11]([C:13]1[CH:18]=[CH:17][C:16]([Cl:19])=[CH:15][C:14]=1[Cl:20])=O.[OH-].[Na+]. Given the product [Br:8][C:5]1[N:6]=[CH:7][C:2]2[N:3]([CH:10]=[C:11]([C:13]3[CH:18]=[CH:17][C:16]([Cl:19])=[CH:15][C:14]=3[Cl:20])[N:1]=2)[CH:4]=1, predict the reactants needed to synthesize it. (3) Given the product [NH2:3][CH2:12][C@@H:13]([NH:25][C:26]([C:28]1[S:29][CH:30]=[C:31]([C:33]2[N:37]([CH3:38])[N:36]=[CH:35][C:34]=2[F:39])[CH:32]=1)=[O:27])[CH2:14][C:15]1[CH:20]=[CH:19][CH:18]=[CH:17][C:16]=1[C:21]([F:24])([F:23])[F:22], predict the reactants needed to synthesize it. The reactants are: O=C1C2C(=CC=CC=2)C(=O)[N:3]1[CH2:12][C@@H:13]([NH:25][C:26]([C:28]1[S:29][CH:30]=[C:31]([C:33]2[N:37]([CH3:38])[N:36]=[CH:35][C:34]=2[F:39])[CH:32]=1)=[O:27])[CH2:14][C:15]1[CH:20]=[CH:19][CH:18]=[CH:17][C:16]=1[C:21]([F:24])([F:23])[F:22].NN. (4) Given the product [I:1][C:2]1[CH:3]=[C:4]([CH:9]2[C:14]3[C:15](=[O:19])[CH2:16][O:17][CH2:18][C:13]=3[N:12]([C:24]([O:26][C:27]([CH3:30])([CH3:29])[CH3:28])=[O:25])[C:11]3[CH2:20][O:21][C:22](=[O:23])[C:10]2=3)[CH:5]=[CH:6][C:7]=1[CH3:8], predict the reactants needed to synthesize it. The reactants are: [I:1][C:2]1[CH:3]=[C:4]([CH:9]2[C:14]3[C:15](=[O:19])[CH2:16][O:17][CH2:18][C:13]=3[NH:12][C:11]3[CH2:20][O:21][C:22](=[O:23])[C:10]2=3)[CH:5]=[CH:6][C:7]=1[CH3:8].[C:24](O[C:24]([O:26][C:27]([CH3:30])([CH3:29])[CH3:28])=[O:25])([O:26][C:27]([CH3:30])([CH3:29])[CH3:28])=[O:25]. (5) Given the product [NH:28]1[CH2:27][CH2:26][CH:25]([NH:24][C:23]2[C:6]3[C:5]4[CH:4]=[C:3]([C:1]#[N:2])[N:11]=[CH:10][C:9]=4[NH:8][C:7]=3[N:20]=[CH:21][CH:22]=2)[CH2:30][CH2:29]1, predict the reactants needed to synthesize it. The reactants are: [C:1]([C:3]1[N:11]=[CH:10][C:9]2[N:8](COCC[Si](C)(C)C)[C:7]3[N:20]=[CH:21][CH:22]=[C:23]([NH:24][CH:25]4[CH2:30][CH2:29][N:28](C(OC(C)(C)C)=O)[CH2:27][CH2:26]4)[C:6]=3[C:5]=2[CH:4]=1)#[N:2].Br.[OH-].[Na+].Cl. (6) Given the product [F:40][C:38]1[CH:37]=[CH:36][C:35]([CH3:41])=[C:34]([CH:39]=1)[O:33][C:17]1[N:18]([C:27]2[CH:28]=[CH:29][CH:30]=[CH:31][CH:32]=2)[C:19]2=[N:20][CH:21]=[C:22]([O:25][CH3:26])[CH:23]=[C:24]2[C:16]=1[C:14]([N:11]1[CH2:10][CH2:9][NH:8][CH2:13][CH2:12]1)=[O:15], predict the reactants needed to synthesize it. The reactants are: C(OC([N:8]1[CH2:13][CH2:12][N:11]([C:14]([C:16]2[C:24]3[C:19](=[N:20][CH:21]=[C:22]([O:25][CH3:26])[CH:23]=3)[N:18]([C:27]3[CH:32]=[CH:31][CH:30]=[CH:29][CH:28]=3)[C:17]=2[O:33][C:34]2[CH:39]=[C:38]([F:40])[CH:37]=[CH:36][C:35]=2[CH3:41])=[O:15])[CH2:10][CH2:9]1)=O)(C)(C)C.Cl.Cl.Cl.FC1C=CC(C)=C(C=1)OC1N(C2C=CC=CC=2)C2=NC=C(OC)C=C2C=1C(N1CCNCC1)=O. (7) Given the product [Br:31][C:32]1[CH:37]=[CH:36][C:35]([F:38])=[CH:34][C:33]=1[O:1][CH:2]1[CH2:3][CH2:4][NH:5][CH2:6][CH2:7]1, predict the reactants needed to synthesize it. The reactants are: [OH:1][CH:2]1[CH2:7][CH2:6][N:5](C(OC(C)(C)C)=O)[CH2:4][CH2:3]1.N(C(OC(C)(C)C)=O)=NC(OC(C)(C)C)=O.[Br:31][C:32]1[CH:37]=[CH:36][C:35]([F:38])=[CH:34][C:33]=1O.C1(P(C2C=CC=CC=2)C2C=CC=CC=2)C=CC=CC=1. (8) Given the product [Si:1]([O:8][CH2:9][C@H:10]1[O:18][C@H:17]2[C@H:13]([N:14]=[C:15]([N:19]([CH2:27][CH2:28][CH3:29])[C:20](=[O:26])[O:21][C:22]([CH3:23])([CH3:25])[CH3:24])[S:16]2)[C@@H:12]([O:30][CH2:35][C:36]2[CH:41]=[CH:40][C:39]([O:42][CH3:43])=[CH:38][CH:37]=2)[C@@H:11]1[O:31][CH2:35][C:36]1[CH:41]=[CH:40][C:39]([O:42][CH3:43])=[CH:38][CH:37]=1)([C:4]([CH3:5])([CH3:7])[CH3:6])([CH3:3])[CH3:2], predict the reactants needed to synthesize it. The reactants are: [Si:1]([O:8][CH2:9][C@H:10]1[O:18][C@H:17]2[C@H:13]([N:14]=[C:15]([N:19]([CH2:27][CH2:28][CH3:29])[C:20](=[O:26])[O:21][C:22]([CH3:25])([CH3:24])[CH3:23])[S:16]2)[C@@H:12]([OH:30])[C@@H:11]1[OH:31])([C:4]([CH3:7])([CH3:6])[CH3:5])([CH3:3])[CH3:2].[H-].[Na+].Br[CH2:35][C:36]1[CH:41]=[CH:40][C:39]([O:42][CH3:43])=[CH:38][CH:37]=1. (9) Given the product [CH2:7]([N:8]1[CH2:9][C@H:10]2[C@H:11]([CH2:15]2)[C@H:12]1[CH2:13][OH:14])[C:1]1[CH:2]=[CH:3][CH:4]=[CH:5][CH:6]=1, predict the reactants needed to synthesize it. The reactants are: [C:1]1([C@H:7]2[O:14][CH2:13][C@H:12]3[N:8]2[C:9](=O)[C@@H:10]2[CH2:15][C@@H:11]23)[CH:6]=[CH:5][CH:4]=[CH:3][CH:2]=1.[H-].[Al+3].[Li+].[H-].[H-].[H-].[OH-].[Na+].[O-]S([O-])(=O)=O.[Na+].[Na+].